Dataset: Reaction yield outcomes from USPTO patents with 853,638 reactions. Task: Predict the reaction yield, written as a fraction of the theoretical maximum amount of product (1.0 means a 100% yield; for example, 0.34 means a 34% yield). The reactants are C(N(CC)CC)C.[CH:8]([C:11]1[CH:16]=[CH:15][CH:14]=[C:13]([CH:17]([CH3:19])[CH3:18])[C:12]=1[NH2:20])([CH3:10])[CH3:9].[Cl:21][CH2:22][C:23](Cl)=[O:24]. The catalyst is ClCCl. The product is [Cl:21][CH2:22][C:23]([NH:20][C:12]1[C:11]([CH:8]([CH3:10])[CH3:9])=[CH:16][CH:15]=[CH:14][C:13]=1[CH:17]([CH3:19])[CH3:18])=[O:24]. The yield is 0.850.